Dataset: Forward reaction prediction with 1.9M reactions from USPTO patents (1976-2016). Task: Predict the product of the given reaction. (1) Given the reactants [C:1]([C:4]1[CH:9]=[CH:8][C:7](B(O)O)=[CH:6][CH:5]=1)(=[O:3])[CH3:2].[NH2:13][C:14]1[N:15]=[C:16]([N:25]2[CH2:30][CH2:29][N:28]([C:31](=[O:41])[CH2:32][O:33][C:34]3[CH:39]=[CH:38][C:37]([Cl:40])=[CH:36][CH:35]=3)[CH2:27][CH2:26]2)[C:17]2[N:23]=[C:22](Cl)[CH:21]=[CH:20][C:18]=2[N:19]=1, predict the reaction product. The product is: [NH2:13][C:14]1[N:15]=[C:16]([N:25]2[CH2:26][CH2:27][N:28]([C:31](=[O:41])[CH2:32][O:33][C:34]3[CH:39]=[CH:38][C:37]([Cl:40])=[CH:36][CH:35]=3)[CH2:29][CH2:30]2)[C:17]2[N:23]=[C:22]([C:7]3[CH:8]=[CH:9][C:4]([C:1](=[O:3])[CH3:2])=[CH:5][CH:6]=3)[CH:21]=[CH:20][C:18]=2[N:19]=1. (2) Given the reactants [CH3:1][C:2]1([CH3:14])[C:6]([CH3:8])([CH3:7])[O:5][B:4]([C:9]2[CH:10]=[N:11][NH:12][CH:13]=2)[O:3]1.CS(O[CH:20]([CH:22]1[CH2:26][C:25](=[O:27])[N:24]([CH2:28][C:29]2[CH:34]=[CH:33][C:32]([O:35][CH3:36])=[CH:31][C:30]=2[O:37][CH3:38])[CH2:23]1)[CH3:21])(=O)=O.[Na+].[I-].C([O-])([O-])=O.[K+].[K+], predict the reaction product. The product is: [CH3:38][O:37][C:30]1[CH:31]=[C:32]([O:35][CH3:36])[CH:33]=[CH:34][C:29]=1[CH2:28][N:24]1[CH2:23][CH:22]([CH:20]([N:12]2[CH:13]=[C:9]([B:4]3[O:5][C:6]([CH3:7])([CH3:8])[C:2]([CH3:14])([CH3:1])[O:3]3)[CH:10]=[N:11]2)[CH3:21])[CH2:26][C:25]1=[O:27]. (3) The product is: [CH3:33][O:34][C:35](=[O:43])[CH2:36][CH2:37][CH2:38][C:39]#[C:40][CH2:41][C@@H:46]1[C@@H:47](/[CH:11]=[CH:10]/[CH:9]([O:8][Si:5]([C:1]([CH3:4])([CH3:3])[CH3:2])([CH3:7])[CH3:6])[CH2:13][CH2:14][C:15]2[S:19][C:18]3[CH:20]=[CH:21][CH:22]=[CH:23][C:17]=3[C:16]=2[Cl:24])[C@H:48]([O:8][Si:5]([C:25]([CH3:28])([CH3:27])[CH3:26])([CH3:6])[CH3:1])[C:9]([CH3:13])([CH3:10])[C:50]1=[O:49]. Given the reactants [C:1]([Si:5]([O:8][CH:9]([CH2:13][CH2:14][C:15]1[S:19][C:18]2[CH:20]=[CH:21][CH:22]=[CH:23][C:17]=2[C:16]=1[Cl:24])/[CH:10]=[CH:11]/I)([CH3:7])[CH3:6])([CH3:4])([CH3:3])[CH3:2].[C:25]([Li])([CH3:28])([CH3:27])[CH3:26].C[Zn]C.[CH3:33][O:34][C:35](=[O:43])[CH2:36][CH2:37][CH2:38][C:39]#[C:40][CH2:41]I.[Cl-].[NH4+].[CH2:46]1[CH2:50][O:49][CH2:48][CH2:47]1, predict the reaction product. (4) The product is: [F:35][C:36]1[CH:44]=[CH:43][CH:42]=[C:41]([F:45])[C:37]=1[C:38]([N:16]([CH2:17][CH2:18][N:19]1[CH2:20][CH2:21][O:22][CH2:23][CH2:24]1)[C:14]([N:13]([C:3]1[CH:4]=[CH:5][C:6]([S:8][C:9]([F:11])([F:12])[F:10])=[CH:7][C:2]=1[F:1])[CH3:25])=[O:15])=[O:39]. Given the reactants [F:1][C:2]1[CH:7]=[C:6]([S:8][C:9]([F:12])([F:11])[F:10])[CH:5]=[CH:4][C:3]=1[N:13]([CH3:25])[C:14]([NH:16][CH2:17][CH2:18][N:19]1[CH2:24][CH2:23][O:22][CH2:21][CH2:20]1)=[O:15].C(N(C(C)C)CC)(C)C.[F:35][C:36]1[CH:44]=[CH:43][CH:42]=[C:41]([F:45])[C:37]=1[C:38](Cl)=[O:39].C(OC)(C)(C)C, predict the reaction product.